Task: Predict the reaction yield, written as a fraction of the theoretical maximum amount of product (1.0 means a 100% yield; for example, 0.34 means a 34% yield).. Dataset: Reaction yield outcomes from USPTO patents with 853,638 reactions (1) The reactants are CC(C[AlH]CC(C)C)C.CO[C:12](=O)[CH2:13][N:14]([C:22]1[CH:27]=[CH:26][C:25]([Br:28])=[CH:24][CH:23]=1)[C:15]([O:17][C:18]([CH3:21])([CH3:20])[CH3:19])=[O:16].[NH2:30][CH2:31][CH2:32][NH:33][S:34]([C:37]1[C:38]2[CH:39]=[CH:40][N:41]=[CH:42][C:43]=2[CH:44]=[CH:45][CH:46]=1)(=[O:36])=[O:35]. No catalyst specified. The product is [C:18]([O:17][C:15](=[O:16])[N:14]([C:22]1[CH:27]=[CH:26][C:25]([Br:28])=[CH:24][CH:23]=1)[CH2:13][CH2:12][NH:30][CH2:31][CH2:32][NH:33][S:34]([C:37]1[C:38]2[CH:39]=[CH:40][N:41]=[CH:42][C:43]=2[CH:44]=[CH:45][CH:46]=1)(=[O:36])=[O:35])([CH3:21])([CH3:20])[CH3:19]. The yield is 0.710. (2) The reactants are S(C1C=CC(C)=CC=1)(O)(=O)=O.[NH2:12][C@:13]1([C:18]([O:20][CH2:21][CH3:22])=[O:19])[CH2:15][C@H:14]1[CH:16]=[CH2:17].[CH:23]1[N:27]=[CH:26][N:25]([C:28](N2C=NC=C2)=[O:29])[CH:24]=1. The catalyst is C1COCC1. The product is [N:25]1([C:28]([NH:12][C@:13]2([C:18]([O:20][CH2:21][CH3:22])=[O:19])[CH2:15][C@H:14]2[CH:16]=[CH2:17])=[O:29])[CH:24]=[CH:23][N:27]=[CH:26]1. The yield is 0.700. (3) The reactants are [CH2:1]([N:8]1C(=O)C2=CC=CC=C2C1=O)CCCCC=C.[OH-:19].[Na+].[N:21]1[C:30]2[C:25](=[CH:26][CH:27]=[CH:28][CH:29]=2)[CH:24]=CC=1. No catalyst specified. The product is [NH2:21][C:30]1[C:25]([CH3:24])=[C:26]([OH:19])[CH:27]=[CH:28][C:29]=1[C:1]#[N:8]. The yield is 0.820. (4) The reactants are [C:1]([NH:5][S:6]([C:9]1[CH:14]=[CH:13][C:12]([N:15]2[C:19]([C:20]3[CH:25]=[CH:24][C:23]([O:26][CH3:27])=[C:22]([F:28])[CH:21]=3)=[CH:18][N:17]=[CH:16]2)=[CH:11][CH:10]=1)(=[O:8])=[O:7])([CH3:4])([CH3:3])[CH3:2].[Cl:29]N1C(=O)CCC1=O. The catalyst is C(#N)C. The product is [C:1]([NH:5][S:6]([C:9]1[CH:10]=[CH:11][C:12]([N:15]2[C:19]([C:20]3[CH:25]=[CH:24][C:23]([O:26][CH3:27])=[C:22]([F:28])[CH:21]=3)=[C:18]([Cl:29])[N:17]=[CH:16]2)=[CH:13][CH:14]=1)(=[O:7])=[O:8])([CH3:4])([CH3:3])[CH3:2]. The yield is 0.820. (5) The reactants are [C:1]1(=[O:7])[CH2:6][CH2:5][CH2:4][CH:3]=[CH:2]1.[Al]([C:13]#[N:14])(CC)CC. The catalyst is C1(C)C=CC=CC=1. The product is [O:7]=[C:1]1[CH2:6][CH2:5][CH2:4][CH:3]([C:13]#[N:14])[CH2:2]1. The yield is 0.220.